Dataset: Forward reaction prediction with 1.9M reactions from USPTO patents (1976-2016). Task: Predict the product of the given reaction. (1) Given the reactants [Cl:1][C:2]1[N:7]=[CH:6][C:5]2[C:8](I)=[N:9][N:10]([CH:11]([CH3:13])[CH3:12])[C:4]=2[CH:3]=1.C(=O)([O-])[O-].[K+].[K+].[CH3:21][C:22]([NH2:25])([CH3:24])[CH3:23].N1CCC[C@H]1C(O)=O, predict the reaction product. The product is: [C:22]([NH:25][C:8]1[C:5]2[CH:6]=[N:7][C:2]([Cl:1])=[CH:3][C:4]=2[N:10]([CH:11]([CH3:13])[CH3:12])[N:9]=1)([CH3:24])([CH3:23])[CH3:21]. (2) Given the reactants [Cl:1][C:2]1[CH:7]=[C:6]([CH2:8]CS([O-])(=O)=O)[CH:5]=[CH:4][N:3]=1.[C:14]([O:18][C:19]([N:21]1[CH2:26][CH2:25][CH:24]([OH:27])[CH2:23][CH2:22]1)=[O:20])([CH3:17])([CH3:16])[CH3:15], predict the reaction product. The product is: [Cl:1][C:2]1[CH:7]=[C:6]([CH2:8][O:27][CH:24]2[CH2:23][CH2:22][N:21]([C:19]([O:18][C:14]([CH3:17])([CH3:16])[CH3:15])=[O:20])[CH2:26][CH2:25]2)[CH:5]=[CH:4][N:3]=1. (3) Given the reactants Br[CH2:2][C:3]1[C:12](=[O:13])[C:11]2[C:6](=[C:7]([C:14](O)=[O:15])[CH:8]=[CH:9][CH:10]=2)[O:5][C:4]=1[C:17]1[CH:22]=[CH:21][CH:20]=[CH:19][CH:18]=1.[CH3:23][NH:24][CH3:25], predict the reaction product. The product is: [CH3:23][N:24]([CH2:2][C:3]1[C:12](=[O:13])[C:11]2[C:6](=[C:7]([CH2:14][OH:15])[CH:8]=[CH:9][CH:10]=2)[O:5][C:4]=1[C:17]1[CH:22]=[CH:21][CH:20]=[CH:19][CH:18]=1)[CH3:25]. (4) Given the reactants [CH:1]([N:4]1[C:10](=[O:11])[CH2:9][CH2:8][CH2:7][C:6]2[CH:12]=[C:13]([N+:16]([O-])=O)[CH:14]=[CH:15][C:5]1=2)([CH3:3])[CH3:2].Cl[C:20]1[N:25]=[C:24]([NH:26][C@@H:27]2[CH2:32][CH2:31][CH2:30][CH2:29][C@H:28]2[NH:33][S:34]([CH3:37])(=[O:36])=[O:35])[C:23]([Cl:38])=[CH:22][N:21]=1, predict the reaction product. The product is: [Cl:38][C:23]1[C:24]([NH:26][C@@H:27]2[CH2:32][CH2:31][CH2:30][CH2:29][C@H:28]2[NH:33][S:34]([CH3:37])(=[O:36])=[O:35])=[N:25][C:20]([NH:16][C:13]2[CH:14]=[CH:15][C:5]3[N:4]([CH:1]([CH3:3])[CH3:2])[C:10](=[O:11])[CH2:9][CH2:8][CH2:7][C:6]=3[CH:12]=2)=[N:21][CH:22]=1. (5) Given the reactants [CH:1]1([CH:7]([NH:20][C:21]2[CH:29]=[CH:28][C:24]([C:25](O)=[O:26])=[CH:23][CH:22]=2)[C:8]2[S:9][C:10]([C:14]3[CH:19]=[CH:18][CH:17]=[CH:16][CH:15]=3)=[CH:11][C:12]=2[CH3:13])[CH2:6][CH2:5][CH2:4][CH2:3][CH2:2]1.[CH3:30][NH:31][CH2:32][CH2:33][C:34]([O:36]CC)=[O:35].Cl.C(N=C=NCCCN(C)C)C.O.OC1C2N=NNC=2C=CC=1, predict the reaction product. The product is: [CH:1]1([CH:7]([NH:20][C:21]2[CH:22]=[CH:23][C:24]([C:25]([N:31]([CH3:30])[CH2:32][CH2:33][C:34]([OH:36])=[O:35])=[O:26])=[CH:28][CH:29]=2)[C:8]2[S:9][C:10]([C:14]3[CH:19]=[CH:18][CH:17]=[CH:16][CH:15]=3)=[CH:11][C:12]=2[CH3:13])[CH2:6][CH2:5][CH2:4][CH2:3][CH2:2]1. (6) Given the reactants [N:1]([CH2:4][C@@H:5]1[C@@H:9]([O:10][Si](C(C)(C)C)(C)C)[CH2:8][N:7]([C:18]([O:20][CH2:21][C:22]2[CH:27]=[CH:26][CH:25]=[CH:24][CH:23]=2)=[O:19])[CH2:6]1)=[N+:2]=[N-:3].[F-].C([N+](CCCC)(CCCC)CCCC)CCC.[Cl-].[Na+], predict the reaction product. The product is: [N:1]([CH2:4][C@@H:5]1[C@@H:9]([OH:10])[CH2:8][N:7]([C:18]([O:20][CH2:21][C:22]2[CH:27]=[CH:26][CH:25]=[CH:24][CH:23]=2)=[O:19])[CH2:6]1)=[N+:2]=[N-:3].